This data is from TCR-epitope binding with 47,182 pairs between 192 epitopes and 23,139 TCRs. The task is: Binary Classification. Given a T-cell receptor sequence (or CDR3 region) and an epitope sequence, predict whether binding occurs between them. (1) The epitope is GLIYNRMGAVTTEV. The TCR CDR3 sequence is CASRDRFYGYTF. Result: 0 (the TCR does not bind to the epitope). (2) The epitope is YVLDHLIVV. The TCR CDR3 sequence is CASSQGLAGVTGELFF. Result: 0 (the TCR does not bind to the epitope). (3) The epitope is FLYNLLTRV. The TCR CDR3 sequence is CASRLLAGAYEQYF. Result: 0 (the TCR does not bind to the epitope). (4) The epitope is FLLNKEMYL. The TCR CDR3 sequence is CASSYGGADGYTF. Result: 0 (the TCR does not bind to the epitope). (5) The epitope is GLCTLVAML. The TCR CDR3 sequence is CASFGGGGRNTEAFF. Result: 1 (the TCR binds to the epitope). (6) The epitope is GTSGSPIINR. The TCR CDR3 sequence is CASSPGTEETQYF. Result: 0 (the TCR does not bind to the epitope). (7) The epitope is TSNQVAVLY. The TCR CDR3 sequence is CASTAGGVEKLFF. Result: 1 (the TCR binds to the epitope). (8) The epitope is IYSKHTPINL. The TCR CDR3 sequence is CASSQEGILAGTGELFF. Result: 0 (the TCR does not bind to the epitope). (9) The epitope is VVYRGTTTY. The TCR CDR3 sequence is CASSLGDEQFF. Result: 1 (the TCR binds to the epitope).